Dataset: Forward reaction prediction with 1.9M reactions from USPTO patents (1976-2016). Task: Predict the product of the given reaction. Given the reactants [Cl:1][C:2]1[CH:7]=[CH:6][C:5]([C:8]#[C:9][C:10]([CH3:19])(O)[CH2:11][C:12]2[CH:17]=[CH:16][CH:15]=[CH:14][CH:13]=2)=[CH:4][CH:3]=1.C(=O)(O)[O-].[Na+].[I:25]I, predict the reaction product. The product is: [Cl:1][C:2]1[CH:7]=[CH:6][C:5]([C:8]2[C:17]3[C:12](=[CH:13][CH:14]=[CH:15][CH:16]=3)[CH:11]=[C:10]([CH3:19])[C:9]=2[I:25])=[CH:4][CH:3]=1.